Task: Predict the reactants needed to synthesize the given product.. Dataset: Full USPTO retrosynthesis dataset with 1.9M reactions from patents (1976-2016) (1) Given the product [CH3:1][C:2]12[CH2:9][CH:6]([N:7]([S:22]([C:25]3[CH:26]=[CH:27][C:28]([C:29]([O:31][CH3:32])=[O:30])=[CH:33][CH:34]=3)(=[O:24])=[O:23])[CH2:8]1)[CH2:5][C:4]([CH3:11])([CH3:10])[CH2:3]2, predict the reactants needed to synthesize it. The reactants are: [CH3:1][C@:2]12[CH2:9][C@H:6]([NH:7][CH2:8]1)[CH2:5][C:4]([CH3:11])([CH3:10])[CH2:3]2.C(N(CC)C(C)C)(C)C.Cl[S:22]([C:25]1[CH:34]=[CH:33][C:28]([C:29]([O:31][CH3:32])=[O:30])=[CH:27][CH:26]=1)(=[O:24])=[O:23]. (2) Given the product [CH:1]1([CH2:4][O:5][C:6]2[CH:7]=[CH:8][C:9]3[O:13][C:12]([CH:14]([NH:18][C:19]4[CH:20]=[CH:21][C:22]([C:65]([N:64]([CH3:67])[CH2:63][CH2:33][C:34]([O:36][CH2:37][CH3:38])=[O:35])=[O:66])=[N:23][CH:24]=4)[CH:15]([CH3:17])[CH3:16])=[C:11]([CH3:28])[C:10]=3[CH:29]=2)[CH2:3][CH2:2]1, predict the reactants needed to synthesize it. The reactants are: [CH:1]1([CH2:4][O:5][C:6]2[CH:7]=[CH:8][C:9]3[O:13][C:12]([CH:14]([NH:18][C:19]4[CH:20]=[CH:21][C:22](C(O)=O)=[N:23][CH:24]=4)[CH:15]([CH3:17])[CH3:16])=[C:11]([CH3:28])[C:10]=3[CH:29]=2)[CH2:3][CH2:2]1.CNC[CH2:33][C:34]([O:36][CH2:37][CH3:38])=[O:35].ON1C2C=CC=CC=2N=N1.Cl.C(N=C=NCCCN(C)C)C.[Cl-].[NH4+].[CH3:63][N:64]([CH3:67])[CH:65]=[O:66]. (3) Given the product [F:1][C:2]1[C:3]([C:19]([OH:21])=[O:20])=[CH:4][C:5]([C:8]2[CH:13]=[CH:12][CH:11]=[CH:10][CH:9]=2)=[N:6][CH:7]=1, predict the reactants needed to synthesize it. The reactants are: [F:1][C:2]1[CH:3]=[CH:4][C:5]([C:8]2[CH:13]=[CH:12][CH:11]=[CH:10][CH:9]=2)=[N:6][CH:7]=1.C([Li])CCC.[C:19](=[O:21])=[O:20].CO. (4) Given the product [F:24][C:25]1[CH:30]=[C:29]([F:31])[CH:28]=[CH:27][C:26]=1[CH2:32][S:10][CH:13]1[C:18]([C:19]([O:21][CH2:22][CH3:23])=[O:20])=[CH:17][CH2:16][CH2:15][CH2:14]1, predict the reactants needed to synthesize it. The reactants are: FC1C=C(F)C=CC=1N[S:10]([CH:13]1[C:18]([C:19]([O:21][CH2:22][CH3:23])=[O:20])=[CH:17][CH2:16][CH2:15][CH2:14]1)(=O)=O.[F:24][C:25]1[CH:30]=[C:29]([F:31])[CH:28]=[CH:27][C:26]=1[CH2:32]S. (5) Given the product [CH3:1][C:2]1[CH:7]=[C:6]([N+:8]([O-:10])=[O:9])[CH:5]=[CH:4][C:3]=1[N:11]=[C:12]1[N:14]([C@H:15]([CH:17]2[CH2:22][CH2:21][CH2:20][CH2:19][CH2:18]2)[CH3:16])[C:25](=[O:26])[CH:24]([CH3:28])[S:13]1, predict the reactants needed to synthesize it. The reactants are: [CH3:1][C:2]1[CH:7]=[C:6]([N+:8]([O-:10])=[O:9])[CH:5]=[CH:4][C:3]=1[N:11]=[C:12]=[S:13].[NH2:14][C@H:15]([CH:17]1[CH2:22][CH2:21][CH2:20][CH2:19][CH2:18]1)[CH3:16].Cl[CH:24]([CH3:28])[C:25](O)=[O:26]. (6) Given the product [CH3:11][C:10]1[CH:9]=[CH:8][CH:7]=[C:3]2[C:2]=1[N:1]=[C:18]([CH2:17][CH2:16][N:15]([CH2:21][CH3:22])[CH2:13][CH3:14])[NH:6][C:4]2=[O:5], predict the reactants needed to synthesize it. The reactants are: [NH2:1][C:2]1[C:10]([CH3:11])=[CH:9][CH:8]=[CH:7][C:3]=1[C:4]([NH2:6])=[O:5].Cl.[CH2:13]([N:15]([CH2:21][CH3:22])[CH2:16][CH2:17][C:18](O)=O)[CH3:14]. (7) Given the product [CH3:1][O:2][C:3](=[O:17])[C@@H:4]([O:14][CH2:15][CH3:16])[CH2:5][C:6]1[CH:11]=[CH:10][C:9]([O:12][CH2:27][C:25]2[N:26]=[C:22]([C:18]([CH3:21])([CH3:20])[CH3:19])[O:23][C:24]=2[CH3:29])=[CH:8][C:7]=1[Cl:13], predict the reactants needed to synthesize it. The reactants are: [CH3:1][O:2][C:3](=[O:17])[C@@H:4]([O:14][CH2:15][CH3:16])[CH2:5][C:6]1[CH:11]=[CH:10][C:9]([OH:12])=[CH:8][C:7]=1[Cl:13].[C:18]([C:22]1[O:23][C:24]([CH3:29])=[C:25]([CH2:27]Cl)[N:26]=1)([CH3:21])([CH3:20])[CH3:19].C(=O)([O-])[O-].[Cs+].[Cs+].[I-].[K+].